This data is from NCI-60 drug combinations with 297,098 pairs across 59 cell lines. The task is: Regression. Given two drug SMILES strings and cell line genomic features, predict the synergy score measuring deviation from expected non-interaction effect. (1) Drug 1: CCC1(CC2CC(C3=C(CCN(C2)C1)C4=CC=CC=C4N3)(C5=C(C=C6C(=C5)C78CCN9C7C(C=CC9)(C(C(C8N6C=O)(C(=O)OC)O)OC(=O)C)CC)OC)C(=O)OC)O.OS(=O)(=O)O. Drug 2: CC1CCC2CC(C(=CC=CC=CC(CC(C(=O)C(C(C(=CC(C(=O)CC(OC(=O)C3CCCCN3C(=O)C(=O)C1(O2)O)C(C)CC4CCC(C(C4)OC)OCCO)C)C)O)OC)C)C)C)OC. Cell line: CCRF-CEM. Synergy scores: CSS=61.2, Synergy_ZIP=2.20, Synergy_Bliss=3.34, Synergy_Loewe=-15.7, Synergy_HSA=0.730. (2) Drug 1: C1=NC2=C(N1)C(=S)N=CN2. Drug 2: C1CC(=O)NC(=O)C1N2C(=O)C3=CC=CC=C3C2=O. Cell line: SF-268. Synergy scores: CSS=36.2, Synergy_ZIP=1.58, Synergy_Bliss=3.74, Synergy_Loewe=-24.2, Synergy_HSA=3.23. (3) Drug 1: CCC1=CC2CC(C3=C(CN(C2)C1)C4=CC=CC=C4N3)(C5=C(C=C6C(=C5)C78CCN9C7C(C=CC9)(C(C(C8N6C)(C(=O)OC)O)OC(=O)C)CC)OC)C(=O)OC.C(C(C(=O)O)O)(C(=O)O)O. Drug 2: C1CCC(C(C1)N)N.C(=O)(C(=O)[O-])[O-].[Pt+4]. Cell line: PC-3. Synergy scores: CSS=28.8, Synergy_ZIP=-2.49, Synergy_Bliss=0.531, Synergy_Loewe=3.95, Synergy_HSA=4.26. (4) Drug 1: CCC1=C2CN3C(=CC4=C(C3=O)COC(=O)C4(CC)O)C2=NC5=C1C=C(C=C5)O. Drug 2: C(CC(=O)O)C(=O)CN.Cl. Cell line: NCI-H460. Synergy scores: CSS=16.7, Synergy_ZIP=-6.60, Synergy_Bliss=-2.75, Synergy_Loewe=-4.30, Synergy_HSA=-1.88. (5) Drug 1: CS(=O)(=O)CCNCC1=CC=C(O1)C2=CC3=C(C=C2)N=CN=C3NC4=CC(=C(C=C4)OCC5=CC(=CC=C5)F)Cl. Drug 2: C#CCC(CC1=CN=C2C(=N1)C(=NC(=N2)N)N)C3=CC=C(C=C3)C(=O)NC(CCC(=O)O)C(=O)O. Cell line: HT29. Synergy scores: CSS=42.1, Synergy_ZIP=-2.69, Synergy_Bliss=-10.9, Synergy_Loewe=-22.9, Synergy_HSA=-11.3.